From a dataset of Full USPTO retrosynthesis dataset with 1.9M reactions from patents (1976-2016). Predict the reactants needed to synthesize the given product. (1) The reactants are: [CH3:1][C:2]([CH3:7])([CH3:6])[C:3](Cl)=[O:4].[Cl:8][C:9]1[CH:14]=[CH:13][N:12]=[C:11]([NH2:15])[CH:10]=1.CCOC(C)=O. Given the product [Cl:8][C:9]1[CH:14]=[CH:13][N:12]=[C:11]([NH:15][C:3](=[O:4])[C:2]([CH3:7])([CH3:6])[CH3:1])[CH:10]=1, predict the reactants needed to synthesize it. (2) Given the product [Br:1][C:2]1[CH:3]=[N:4][C:5]([C:8]2[N:9]([CH3:48])[C:10]3[C:15]([C:16]=2[CH:17]2[CH2:18][CH2:19][CH2:20][CH2:21]2)=[CH:14][CH:13]=[C:12]([C:22]([NH:24][C:25]2([C:29]4[N:33]([CH3:34])[C:32]5[CH:35]=[C:36](/[CH:39]=[CH:40]/[C:41]([OH:43])=[O:42])[CH:37]=[CH:38][C:31]=5[N:30]=4)[CH2:26][CH2:27][CH2:28]2)=[O:23])[CH:11]=3)=[N:6][CH:7]=1, predict the reactants needed to synthesize it. The reactants are: [Br:1][C:2]1[CH:3]=[N:4][C:5]([C:8]2[N:9]([CH3:48])[C:10]3[C:15]([C:16]=2[CH:17]2[CH2:21][CH2:20][CH2:19][CH2:18]2)=[CH:14][CH:13]=[C:12]([C:22]([NH:24][C:25]2([C:29]4[N:33]([CH3:34])[C:32]5[CH:35]=[C:36](/[CH:39]=[CH:40]/[C:41]([O:43]CCCC)=[O:42])[CH:37]=[CH:38][C:31]=5[N:30]=4)[CH2:28][CH2:27][CH2:26]2)=[O:23])[CH:11]=3)=[N:6][CH:7]=1.CO.[OH-].[Na+].C(O)(=O)C. (3) The reactants are: [Br:1][C:2]1[N:7]=C(NC)[CH:5]=[CH:4][CH:3]=1.C(N(C(C)C)CC)(C)C.ClC(OC1C=CC([N+]([O-])=O)=CC=1)=O.[CH2:32]([NH2:39])[CH2:33][CH2:34][CH2:35][CH2:36][CH2:37][CH3:38].[CH3:40][N:41]([CH3:44])[CH:42]=[O:43]. Given the product [Br:1][C:2]1[N:7]=[C:40]([N:41]([CH3:44])[C:42]([NH:39][CH2:32][CH2:33][CH2:34][CH2:35][CH2:36][CH2:37][CH3:38])=[O:43])[CH:5]=[CH:4][CH:3]=1, predict the reactants needed to synthesize it. (4) Given the product [Br:30][C:27]1[CH:26]=[C:25]2[C:24](=[CH:29][CH:28]=1)[N:23]=[C:20]([C:17]1[CH:16]=[CH:15][C:14]([N:12]3[C:11]4[CH:10]=[CH:9][CH:8]=[CH:7][C:6]=4[C:5]4[C:13]3=[CH:1][CH:2]=[CH:3][CH:4]=4)=[CH:19][CH:18]=1)[CH:21]=[C:31]2[C:33]1[CH:38]=[CH:37][CH:36]=[CH:35][CH:34]=1, predict the reactants needed to synthesize it. The reactants are: [CH:1]1[C:13]2[N:12]([C:14]3[CH:19]=[CH:18][C:17]([C:20](=O)[CH3:21])=[CH:16][CH:15]=3)[C:11]3[C:6](=[CH:7][CH:8]=[CH:9][CH:10]=3)[C:5]=2[CH:4]=[CH:3][CH:2]=1.[NH2:23][C:24]1[CH:29]=[CH:28][C:27]([Br:30])=[CH:26][C:25]=1[C:31]([C:33]1[CH:38]=[CH:37][CH:36]=[CH:35][CH:34]=1)=O.P([O-])(OC1C=CC=CC=1)(OC1C=CC=CC=1)=O.C1C(O)=CC=CC=1C. (5) The reactants are: CC(C)([O-])C.[Na+].Br[C:8]1[CH:13]=[CH:12][C:11]([Cl:14])=[C:10]([O:15][CH3:16])[CH:9]=1.[NH:17]1[CH2:22][CH2:21][CH:20]([C:23]([O:25][CH2:26][CH3:27])=[O:24])[CH2:19][CH2:18]1. Given the product [Cl:14][C:11]1[CH:12]=[CH:13][C:8]([N:17]2[CH2:22][CH2:21][CH:20]([C:23]([O:25][CH2:26][CH3:27])=[O:24])[CH2:19][CH2:18]2)=[CH:9][C:10]=1[O:15][CH3:16], predict the reactants needed to synthesize it. (6) Given the product [C:23]([O:22][C:20]([N:27]1[CH2:31][CH2:30][C@@H:29]([NH:32][C:11](=[O:13])[C:10]2[CH:9]=[CH:8][C:7]([N:6]3[C:5]4[CH:16]=[CH:17][CH:18]=[CH:19][C:4]=4[N:3]=[C:2]3[CH3:1])=[CH:15][CH:14]=2)[CH2:28]1)=[O:21])([CH3:26])([CH3:24])[CH3:25], predict the reactants needed to synthesize it. The reactants are: [CH3:1][C:2]1[N:6]([C:7]2[CH:15]=[CH:14][C:10]([C:11]([OH:13])=O)=[CH:9][CH:8]=2)[C:5]2[CH:16]=[CH:17][CH:18]=[CH:19][C:4]=2[N:3]=1.[C:20]([N:27]1[CH2:31][CH2:30][C@@H:29]([NH2:32])[CH2:28]1)([O:22][C:23]([CH3:26])([CH3:25])[CH3:24])=[O:21].CN1CCOCC1.F[B-](F)(F)F.N1(OC(N(C)C)=[N+](C)C)C2C=CC=CC=2N=N1. (7) Given the product [ClH:37].[NH2:7][C@@H:8]([C:9]1[CH:14]=[CH:13][CH:12]=[CH:11][CH:10]=1)[C:15]([N:16]([C:26]1[CH:27]=[CH:28][C:29]2[O:33][CH2:32][CH2:31][C:30]=2[CH:34]=1)[CH2:17][CH2:18][C:19]1[CH:20]=[CH:21][C:22]([F:25])=[CH:23][CH:24]=1)=[O:35], predict the reactants needed to synthesize it. The reactants are: C(OC(=O)[NH:7][C@H:8]([C:15](=[O:35])[N:16]([C:26]1[CH:27]=[CH:28][C:29]2[O:33][CH2:32][CH2:31][C:30]=2[CH:34]=1)[CH2:17][CH2:18][C:19]1[CH:24]=[CH:23][C:22]([F:25])=[CH:21][CH:20]=1)[C:9]1[CH:14]=[CH:13][CH:12]=[CH:11][CH:10]=1)(C)(C)C.[ClH:37]. (8) Given the product [Cl:1][C:2]1[CH:3]=[CH:4][C:5]([N:8]([C@H:13]2[C:22]3[C:17](=[CH:18][CH:19]=[CH:20][CH:21]=3)[N:16]([C:23](=[O:31])[C:24]3[CH:25]=[CH:26][C:27]([O:30][CH2:40][C:41]([CH3:45])([CH3:44])[CH2:42][OH:43])=[CH:28][CH:29]=3)[C@@H:15]([CH3:32])[CH2:14]2)[C:9](=[O:12])[CH3:10])=[CH:6][CH:7]=1, predict the reactants needed to synthesize it. The reactants are: [Cl:1][C:2]1[CH:7]=[CH:6][C:5]([N:8]([C@H:13]2[C:22]3[C:17](=[CH:18][CH:19]=[CH:20][CH:21]=3)[N:16]([C:23](=[O:31])[C:24]3[CH:29]=[CH:28][C:27]([OH:30])=[CH:26][CH:25]=3)[C@@H:15]([CH3:32])[CH2:14]2)[C:9](=[O:12])[CH2:10]C)=[CH:4][CH:3]=1.C(=O)([O-])[O-].[K+].[K+].Br[CH2:40][C:41]([CH3:45])([CH3:44])[CH2:42][OH:43].